Dataset: Forward reaction prediction with 1.9M reactions from USPTO patents (1976-2016). Task: Predict the product of the given reaction. (1) Given the reactants [CH:1]([C:4]1[C:12]2[C:7](=[CH:8][CH:9]=[C:10]([O:13][C:14]3[C:19]([CH3:20])=[CH:18][C:17]([N+:21]([O-])=O)=[CH:16][C:15]=3[CH3:24])[CH:11]=2)[NH:6][CH:5]=1)([CH3:3])[CH3:2], predict the reaction product. The product is: [CH:1]([C:4]1[C:12]2[C:7](=[CH:8][CH:9]=[C:10]([O:13][C:14]3[C:15]([CH3:24])=[CH:16][C:17]([NH2:21])=[CH:18][C:19]=3[CH3:20])[CH:11]=2)[NH:6][CH:5]=1)([CH3:3])[CH3:2]. (2) Given the reactants [N:1]1[N:5]2[C:6]([C:10]#[N:11])=[CH:7][CH:8]=[CH:9][C:4]2=[CH:3][CH:2]=1, predict the reaction product. The product is: [N:1]1[N:5]2[C:6]([CH2:10][NH2:11])=[CH:7][CH:8]=[CH:9][C:4]2=[CH:3][CH:2]=1. (3) Given the reactants Br[C:2]1[CH:7]=[CH:6][C:5]([C@@H:8]([N:10]2[CH2:15][CH2:14][C@@:13]([C:19]3[CH:24]=[CH:23][C:22]([F:25])=[CH:21][CH:20]=3)([CH2:16][CH2:17][OH:18])[O:12][C:11]2=[O:26])[CH3:9])=[CH:4][CH:3]=1.[N:27]1[CH:32]=[CH:31][CH:30]=[CH:29][C:28]=1B(O)O, predict the reaction product. The product is: [F:25][C:22]1[CH:23]=[CH:24][C:19]([C@:13]2([CH2:16][CH2:17][OH:18])[O:12][C:11](=[O:26])[N:10]([C@H:8]([C:5]3[CH:6]=[CH:7][C:2]([C:28]4[CH:29]=[CH:30][CH:31]=[CH:32][N:27]=4)=[CH:3][CH:4]=3)[CH3:9])[CH2:15][CH2:14]2)=[CH:20][CH:21]=1. (4) Given the reactants C(O[C:5](Cl)([C:11](=O)[CH2:12][CH3:13])[C:6]([O:8][CH2:9][CH3:10])=[O:7])(=O)C.C(=O)(O)[O-].[Na+].[C:21](/[S:25][CH3:26])(=[N:23]\[NH2:24])\[NH2:22].I, predict the reaction product. The product is: [CH2:12]([C:11]1[N:22]=[C:21]([S:25][CH3:26])[N:23]=[N:24][C:5]=1[C:6]([O:8][CH2:9][CH3:10])=[O:7])[CH3:13]. (5) Given the reactants Br[C:2]1[CH:7]=[CH:6][CH:5]=[CH:4][C:3]=1[CH2:8][CH2:9][CH2:10][OH:11].[O:12]=[C:13]1[CH2:18][CH2:17][N:16]([C:19]([O:21][CH2:22][CH3:23])=[O:20])[CH2:15][CH2:14]1, predict the reaction product. The product is: [OH:12][C:13]1([C:2]2[CH:7]=[CH:6][CH:5]=[CH:4][C:3]=2[CH2:8][CH2:9][CH2:10][OH:11])[CH2:14][CH2:15][N:16]([C:19]([O:21][CH2:22][CH3:23])=[O:20])[CH2:17][CH2:18]1. (6) Given the reactants CCN(C(C)C)C(C)C.C1C=CC2N(O)N=NC=2C=1.CCN=C=NCCCN(C)C.[N:31]1[CH:36]=[CH:35][CH:34]=[C:33]([N:37]2[CH:41]=[C:40]([C:42]([NH:44][CH2:45][C:46]([OH:48])=O)=[O:43])[N:39]=[N:38]2)[CH:32]=1.NC1C=NC=CC=1.Cl.[F:57][C:58]1[CH:59]=[C:60]([CH:66]=[C:67]([C:69]([F:72])([F:71])[F:70])[CH:68]=1)[O:61][CH:62]1[CH2:65][NH:64][CH2:63]1.Cl.FC(F)(F)C1C=C(C=CC=1)OC1CNC1, predict the reaction product. The product is: [F:57][C:58]1[CH:59]=[C:60]([CH:66]=[C:67]([C:69]([F:71])([F:70])[F:72])[CH:68]=1)[O:61][CH:62]1[CH2:65][N:64]([C:46](=[O:48])[CH2:45][NH:44][C:42]([C:40]2[N:39]=[N:38][N:37]([C:33]3[CH:32]=[N:31][CH:36]=[CH:35][CH:34]=3)[CH:41]=2)=[O:43])[CH2:63]1.